Dataset: Full USPTO retrosynthesis dataset with 1.9M reactions from patents (1976-2016). Task: Predict the reactants needed to synthesize the given product. (1) Given the product [CH3:21][S:18]([C:15]1[CH:16]=[CH:17][C:12]([CH:4]([CH2:5][CH:6]2[CH2:11][CH2:10][CH2:9][CH2:8][O:7]2)[C:3]([OH:22])=[O:2])=[CH:13][CH:14]=1)(=[O:20])=[O:19], predict the reactants needed to synthesize it. The reactants are: C[O:2][C:3](=[O:22])[CH:4]([C:12]1[CH:17]=[CH:16][C:15]([S:18]([CH3:21])(=[O:20])=[O:19])=[CH:14][CH:13]=1)[CH2:5][CH:6]1[CH2:11][CH2:10][CH2:9][CH2:8][O:7]1.[OH-].[K+]. (2) The reactants are: [CH3:1][O:2][C:3](=[O:20])[CH2:4][CH:5]([N:7]1[CH:11]=[C:10]([NH:12][C:13](=[O:19])[CH:14]([NH2:18])[CH2:15][CH2:16][CH3:17])[N:9]=[CH:8]1)[CH3:6].[F:21][C:22]1[CH:23]=[C:24]2[C:29](=[C:30]([F:32])[CH:31]=1)[CH2:28][C:27](=O)[CH2:26][CH2:25]2. Given the product [CH3:1][O:2][C:3](=[O:20])[CH2:4][CH:5]([N:7]1[CH:11]=[C:10]([NH:12][C:13](=[O:19])[CH:14]([NH:18][CH:27]2[CH2:26][CH2:25][C:24]3[C:29](=[C:30]([F:32])[CH:31]=[C:22]([F:21])[CH:23]=3)[CH2:28]2)[CH2:15][CH2:16][CH3:17])[N:9]=[CH:8]1)[CH3:6], predict the reactants needed to synthesize it. (3) The reactants are: [N:1]1[N:2]([C:10]2[CH:15]=[CH:14][C:13]([OH:16])=[CH:12][CH:11]=2)[CH:3]=[C:4]2[C:9]=1[CH:8]=[CH:7][CH:6]=[CH:5]2.[I-].[Na+].[H-].[Na+].Cl[CH2:22][CH2:23][CH2:24][N:25]1[CH2:29][CH2:28][CH2:27][CH2:26]1. Given the product [N:25]1([CH2:24][CH2:23][CH2:22][O:16][C:13]2[CH:14]=[CH:15][C:10]([N:2]3[CH:3]=[C:4]4[C:9]([CH:8]=[CH:7][CH:6]=[CH:5]4)=[N:1]3)=[CH:11][CH:12]=2)[CH2:29][CH2:28][CH2:27][CH2:26]1, predict the reactants needed to synthesize it. (4) Given the product [OH:8][CH:7]([N:12]1[C:19](=[O:23])[CH:20]=[C:21]([NH2:22])[NH:15][C:13]1=[O:14])[CH3:2], predict the reactants needed to synthesize it. The reactants are: N[C@H:2]([CH:7]=[O:8])CCSC.OCC[NH:12][C:13]([NH2:15])=[O:14].C(O[C:19](=[O:23])[CH2:20][C:21]#[N:22])C. (5) Given the product [F:55][C:51]1[CH:52]=[CH:53][CH:54]=[C:24]([NH:23][C:10](=[O:11])[CH2:9][C@@H:8]([C:4]2[CH:5]=[CH:6][CH:7]=[C:2]([F:1])[CH:3]=2)[C:13]2[CH:14]=[CH:15][C:16]([S:19]([CH3:22])(=[O:21])=[O:20])=[CH:17][CH:18]=2)[C:25]=1[CH2:26][CH2:27][C@H:28]1[O:33][CH2:32][C@@H:31]([CH2:34][O:35][C:36](=[O:43])[NH:37][CH2:38][C:39]([F:42])([F:40])[F:41])[N:30]([C:44]([O:46][C:47]([CH3:48])([CH3:49])[CH3:50])=[O:45])[CH2:29]1, predict the reactants needed to synthesize it. The reactants are: [F:1][C:2]1[CH:3]=[C:4]([C@@H:8]([C:13]2[CH:18]=[CH:17][C:16]([S:19]([CH3:22])(=[O:21])=[O:20])=[CH:15][CH:14]=2)[CH2:9][C:10](O)=[O:11])[CH:5]=[CH:6][CH:7]=1.[NH2:23][C:24]1[CH:54]=[CH:53][CH:52]=[C:51]([F:55])[C:25]=1[CH2:26][CH2:27][C@H:28]1[O:33][CH2:32][C@@H:31]([CH2:34][O:35][C:36](=[O:43])[NH:37][CH2:38][C:39]([F:42])([F:41])[F:40])[N:30]([C:44]([O:46][C:47]([CH3:50])([CH3:49])[CH3:48])=[O:45])[CH2:29]1.O=P(Cl)(Cl)Cl. (6) Given the product [CH3:27][CH:20]([NH:19][CH:8]([C:9]1[CH:18]=[CH:17][C:16]2[C:11](=[CH:12][CH:13]=[CH:14][CH:15]=2)[N:10]=1)[CH2:7][C:6]([OH:28])=[O:5])[C:21]1[CH:26]=[CH:25][CH:24]=[CH:23][CH:22]=1, predict the reactants needed to synthesize it. The reactants are: C([O:5][C:6](=[O:28])[CH2:7][CH:8]([NH:19][CH:20]([CH3:27])[C:21]1[CH:26]=[CH:25][CH:24]=[CH:23][CH:22]=1)[C:9]1[CH:18]=[CH:17][C:16]2[C:11](=[CH:12][CH:13]=[CH:14][CH:15]=2)[N:10]=1)(C)(C)C.FC(F)(F)C(O)=O. (7) The reactants are: [CH3:1][N:2]1[C:6]2[N:7]=[C:8]([C:17]3[CH:23]=[CH:22][C:20]([NH2:21])=[CH:19][CH:18]=3)[N:9]=[C:10]([N:11]3[CH2:16][CH2:15][O:14][CH2:13][CH2:12]3)[C:5]=2[N:4]=[N:3]1.[N:24]1[CH:29]=[CH:28][CH:27]=[C:26]([N:30]=[C:31]=[O:32])[CH:25]=1. Given the product [CH3:1][N:2]1[C:6]2[N:7]=[C:8]([C:17]3[CH:23]=[CH:22][C:20]([NH:21][C:31]([NH:30][C:26]4[CH:25]=[N:24][CH:29]=[CH:28][CH:27]=4)=[O:32])=[CH:19][CH:18]=3)[N:9]=[C:10]([N:11]3[CH2:16][CH2:15][O:14][CH2:13][CH2:12]3)[C:5]=2[N:4]=[N:3]1, predict the reactants needed to synthesize it. (8) Given the product [CH2:12]([O:14][C:15]([CH:16]1[CH2:30][CH:29]([C:28]2[C:20]([Cl:19])=[CH:21][C:22]3[O:26][CH2:25][O:24][C:23]=3[CH:27]=2)[C:7]2[C:8](=[CH:10][CH:11]=[C:5]([CH:1]([CH2:3][CH3:4])[CH3:2])[CH:6]=2)[NH:9]1)=[O:18])[CH3:13], predict the reactants needed to synthesize it. The reactants are: [CH:1]([C:5]1[CH:11]=[CH:10][C:8]([NH2:9])=[CH:7][CH:6]=1)([CH2:3][CH3:4])[CH3:2].[CH2:12]([O:14][C:15](=[O:18])[CH:16]=O)[CH3:13].[Cl:19][C:20]1[C:28]([CH:29]=[CH2:30])=[CH:27][C:23]2[O:24][CH2:25][O:26][C:22]=2[CH:21]=1.